Dataset: Full USPTO retrosynthesis dataset with 1.9M reactions from patents (1976-2016). Task: Predict the reactants needed to synthesize the given product. (1) Given the product [CH2:11]1[C:10]2([NH:21][C:22](=[O:24])[NH:20][C:16]2=[O:19])[CH2:9][NH:8]1, predict the reactants needed to synthesize it. The reactants are: C(OC([N:8]1[CH2:11][C:10](=O)[CH2:9]1)=O)(C)(C)C.[C-]#N.[K+].[C:16](=[O:19])([O-])[O-].[NH4+:20].[NH4+:21].[CH2:22]([OH:24])C. (2) Given the product [Cl:1][C:2]1[CH:3]=[CH:4][C:5]([CH:8]2[CH2:12][C:11]([CH3:28])([S:13]([C:16]3[CH:21]=[CH:20][CH:19]=[C:18]([C:22]([F:23])([F:25])[F:24])[CH:17]=3)(=[O:15])=[O:14])[CH2:10][O:9]2)=[CH:6][CH:7]=1, predict the reactants needed to synthesize it. The reactants are: [Cl:1][C:2]1[CH:7]=[CH:6][C:5]([CH:8]2[CH2:12][CH:11]([S:13]([C:16]3[CH:21]=[CH:20][CH:19]=[C:18]([C:22]([F:25])([F:24])[F:23])[CH:17]=3)(=[O:15])=[O:14])[CH2:10][O:9]2)=[CH:4][CH:3]=1.[H-].[Na+].[CH3:28]I. (3) Given the product [CH2:27]([O:31][CH2:32][C:33]1[NH:20][C:18](=[O:19])[C:3]2[CH:4]=[CH:5][C:6]([C:8]3[C:13]([C:14]([F:17])([F:16])[F:15])=[CH:12][CH:11]=[CH:10][N:9]=3)=[N:7][C:2]=2[N:1]=1)[CH:28]([CH3:30])[CH3:29], predict the reactants needed to synthesize it. The reactants are: [NH2:1][C:2]1[N:7]=[C:6]([C:8]2[C:13]([C:14]([F:17])([F:16])[F:15])=[CH:12][CH:11]=[CH:10][N:9]=2)[CH:5]=[CH:4][C:3]=1[C:18]([NH2:20])=[O:19].N1C=CC=CC=1.[CH2:27]([O:31][CH2:32][C:33](Cl)=O)[CH:28]([CH3:30])[CH3:29].[OH-].[Na+]. (4) Given the product [C:9]([C:8]1[CH:7]=[C:6]([NH:3][C:4](=[O:5])[O:23][CH2:22][CH2:21][C:18]2[CH:19]=[CH:20][C:15]([Br:14])=[CH:16][C:17]=2[O:24][CH2:25][CH3:26])[CH:13]=[CH:12][CH:11]=1)#[N:10], predict the reactants needed to synthesize it. The reactants are: [H-].[Na+].[N:3]([C:6]1[CH:7]=[C:8]([CH:11]=[CH:12][CH:13]=1)[C:9]#[N:10])=[C:4]=[O:5].[Br:14][C:15]1[CH:20]=[CH:19][C:18]([CH2:21][CH2:22][OH:23])=[C:17]([O:24][CH2:25][CH3:26])[CH:16]=1. (5) Given the product [Cl:7][C:8]1[C:9]([CH3:25])=[C:10]([CH3:24])[C:11]2[N:12]([C:14]([CH:30]3[CH:29]=[CH:28][N:27]([C:2]([O:4][CH2:5][CH3:6])=[O:3])[N:26]=[CH:31]3)=[C:15]([C:17]3[CH:18]=[CH:19][C:20]([F:23])=[CH:21][CH:22]=3)[N:16]=2)[N:13]=1, predict the reactants needed to synthesize it. The reactants are: Cl[C:2]([O:4][CH2:5][CH3:6])=[O:3].[Cl:7][C:8]1[C:9]([CH3:25])=[C:10]([CH3:24])[C:11]2[N:12]([CH:14]=[C:15]([C:17]3[CH:22]=[CH:21][C:20]([F:23])=[CH:19][CH:18]=3)[N:16]=2)[N:13]=1.[N:26]1[CH:31]=[CH:30][CH:29]=[CH:28][N:27]=1. (6) Given the product [N+:8]([C:5]1[CH:6]=[CH:7][C:2]([NH:31][CH2:26][CH2:27][CH2:28][CH2:29][CH3:30])=[C:3]([C:11]2[O:12][C:13]3[CH:19]=[CH:18][C:17]([C:20]4[CH:25]=[CH:24][CH:23]=[CH:22][CH:21]=4)=[CH:16][C:14]=3[N:15]=2)[CH:4]=1)([O-:10])=[O:9], predict the reactants needed to synthesize it. The reactants are: F[C:2]1[CH:7]=[CH:6][C:5]([N+:8]([O-:10])=[O:9])=[CH:4][C:3]=1[C:11]1[O:12][C:13]2[CH:19]=[CH:18][C:17]([C:20]3[CH:25]=[CH:24][CH:23]=[CH:22][CH:21]=3)=[CH:16][C:14]=2[N:15]=1.[CH2:26]([NH2:31])[CH2:27][CH2:28][CH2:29][CH3:30].